This data is from Catalyst prediction with 721,799 reactions and 888 catalyst types from USPTO. The task is: Predict which catalyst facilitates the given reaction. (1) Reactant: [Cl:1][C:2]1[CH:3]=[C:4]2[C:13](=[C:14]3[C:19]=1[CH:18]=[CH:17][CH:16]=[N:15]3)[NH:12][S:11](=[O:21])(=[O:20])[C:10]1[C:5]2=[CH:6][C:7]([C:22]([OH:24])=[O:23])=[CH:8][CH:9]=1.[C:25]([N:32]1[CH2:37][CH2:36][CH:35](O)[CH2:34][CH2:33]1)([O:27][C:28]([CH3:31])([CH3:30])[CH3:29])=[O:26].CCN=C=NCCCN(C)C.Cl.C1C=CC2N(O)N=NC=2C=1. Product: [C:28]([O:27][C:25]([N:32]1[CH2:37][CH2:36][CH:35]([O:23][C:22]([C:7]2[CH:6]=[C:5]3[C:10]([S:11](=[O:21])(=[O:20])[NH:12][C:13]4[C:4]3=[CH:3][C:2]([Cl:1])=[C:19]3[C:14]=4[N:15]=[CH:16][CH:17]=[CH:18]3)=[CH:9][CH:8]=2)=[O:24])[CH2:34][CH2:33]1)=[O:26])([CH3:31])([CH3:29])[CH3:30]. The catalyst class is: 3. (2) Product: [CH3:23][O:22][N:21]([CH3:20])[C:10](=[O:17])[C:11]1[CH:16]=[CH:15][CH:14]=[N:13][CH:12]=1. Reactant: C(N(C(C)C)CC)(C)C.[C:10](Cl)(=[O:17])[C:11]1[CH:16]=[CH:15][CH:14]=[N:13][CH:12]=1.Cl.[CH3:20][NH:21][O:22][CH3:23]. The catalyst class is: 2. (3) Reactant: [CH2:1]([N:3]1[C:15]2[CH:14]=[CH:13][C:12]([NH:16][C:17](=[O:29])[CH2:18][CH2:19][CH2:20][NH:21]C(=O)OC(C)(C)C)=[CH:11][C:10]=2[C:9]2[C:4]1=[CH:5][CH:6]=[CH:7][CH:8]=2)[CH3:2].[ClH:30].C(OCC)(=O)C. Product: [ClH:30].[NH2:21][CH2:20][CH2:19][CH2:18][C:17]([NH:16][C:12]1[CH:13]=[CH:14][C:15]2[N:3]([CH2:1][CH3:2])[C:4]3[C:9]([C:10]=2[CH:11]=1)=[CH:8][CH:7]=[CH:6][CH:5]=3)=[O:29]. The catalyst class is: 13. (4) Reactant: [CH2:1]([C:3]1([OH:11])[CH2:8][CH2:7][CH2:6][CH2:5][CH:4]1[O:9][CH3:10])[CH3:2].C([Li])CCC.CCCCCC.[C:23](Cl)(=[O:27])[C:24]([CH3:26])=[CH2:25]. Product: [C:23]([O:11][C:3]1([CH2:1][CH3:2])[CH2:8][CH2:7][CH2:6][CH2:5][CH:4]1[O:9][CH3:10])(=[O:27])[C:24]([CH3:26])=[CH2:25]. The catalyst class is: 28. (5) Reactant: Cl[C:2]1[N:7]=[C:6]([NH:8][C:9]2[CH:10]=[C:11]3[C:15](=[CH:16][CH:17]=2)[NH:14][N:13]=[CH:12]3)[CH:5]=[CH:4][N:3]=1.[CH2:18]1[C:26]2[C:21](=[CH:22][CH:23]=[CH:24][CH:25]=2)[CH2:20][NH:19]1.C([O-])([O-])=O.[K+].[K+]. Product: [CH2:18]1[C:26]2[C:21](=[CH:22][CH:23]=[CH:24][CH:25]=2)[CH2:20][N:19]1[C:2]1[N:7]=[C:6]([NH:8][C:9]2[CH:10]=[C:11]3[C:15](=[CH:16][CH:17]=2)[NH:14][N:13]=[CH:12]3)[CH:5]=[CH:4][N:3]=1. The catalyst class is: 3. (6) Reactant: [CH2:1]([O:8][C:9]([NH:11][C:12]([CH3:26])([CH3:25])[CH2:13][C:14]([O:16][CH2:17][CH2:18][N:19]1[CH2:24][CH2:23][CH2:22][CH2:21][CH2:20]1)=[O:15])=[O:10])[C:2]1[CH:7]=[CH:6][CH:5]=[CH:4][CH:3]=1.[CH3:27][I:28]. Product: [I-:28].[CH2:1]([O:8][C:9]([NH:11][C:12]([CH3:26])([CH3:25])[CH2:13][C:14]([O:16][CH2:17][CH2:18][N+:19]1([CH3:27])[CH2:20][CH2:21][CH2:22][CH2:23][CH2:24]1)=[O:15])=[O:10])[C:2]1[CH:3]=[CH:4][CH:5]=[CH:6][CH:7]=1. The catalyst class is: 4. (7) Reactant: COC1C=C(OC)C=CC=1C[N:6]([C:31]1[CH:36]=[CH:35][N:34]=[CH:33][N:32]=1)[S:7]([C:10]1[C:15]([F:16])=[CH:14][C:13]([O:17][C@H:18]2[CH2:22][CH2:21][CH2:20][C@@H:19]2[C:23]2[N:27]([CH2:28][CH3:29])[N:26]=[CH:25][CH:24]=2)=[CH:12][C:11]=1[F:30])(=[O:9])=[O:8].C([SiH](CC)CC)C.FC(F)(F)C(O)=O. Product: [CH2:28]([N:27]1[C:23]([C@H:19]2[CH2:20][CH2:21][CH2:22][C@@H:18]2[O:17][C:13]2[CH:14]=[C:15]([F:16])[C:10]([S:7]([NH:6][C:31]3[CH:36]=[CH:35][N:34]=[CH:33][N:32]=3)(=[O:9])=[O:8])=[C:11]([F:30])[CH:12]=2)=[CH:24][CH:25]=[N:26]1)[CH3:29]. The catalyst class is: 4.